Dataset: Catalyst prediction with 721,799 reactions and 888 catalyst types from USPTO. Task: Predict which catalyst facilitates the given reaction. Reactant: [CH2:1]([O:8][C@@H:9]1[C@@H:16]([O:17][CH2:18][C:19]2[CH:24]=[CH:23][CH:22]=[CH:21][CH:20]=2)[C@H:15]([CH2:25][O:26][CH2:27][C:28]2[CH:33]=[CH:32][CH:31]=[CH:30][CH:29]=2)[O:14][C@@H:11]([O:12][CH3:13])[C@@H:10]1OS(C(F)(F)F)(=O)=O)[C:2]1[CH:7]=[CH:6][CH:5]=[CH:4][CH:3]=1.[N-:42]=[N+:43]=[N-:44].C([N+](CCCC)(CCCC)CCCC)CCC. Product: [N:42]([C@H:10]1[C@H:9]([O:8][CH2:1][C:2]2[CH:7]=[CH:6][CH:5]=[CH:4][CH:3]=2)[C@@H:16]([O:17][CH2:18][C:19]2[CH:24]=[CH:23][CH:22]=[CH:21][CH:20]=2)[C@H:15]([CH2:25][O:26][CH2:27][C:28]2[CH:33]=[CH:32][CH:31]=[CH:30][CH:29]=2)[O:14][C@H:11]1[O:12][CH3:13])=[N+:43]=[N-:44]. The catalyst class is: 48.